From a dataset of Reaction yield outcomes from USPTO patents with 853,638 reactions. Predict the reaction yield, written as a fraction of the theoretical maximum amount of product (1.0 means a 100% yield; for example, 0.34 means a 34% yield). (1) The catalyst is O. The yield is 0.450. The reactants are CO.[NH2:3][C:4]1[N:9]=[C:8]([NH:10][C:11]2[CH:16]=[CH:15][C:14]([C:17]#[N:18])=[CH:13][CH:12]=2)[N:7]=[C:6]([CH2:19][C:20]2[C:28]([Cl:29])=[CH:27][CH:26]=[C:25]3[C:21]=2[CH:22]=[CH:23][N:24]3S(C2C=CC(C)=CC=2)(=O)=O)[N:5]=1.C([O-])([O-])=O.[K+].[K+]. The product is [NH2:3][C:4]1[N:5]=[C:6]([CH2:19][C:20]2[C:28]([Cl:29])=[CH:27][CH:26]=[C:25]3[C:21]=2[CH:22]=[CH:23][NH:24]3)[N:7]=[C:8]([NH:10][C:11]2[CH:16]=[CH:15][C:14]([C:17]#[N:18])=[CH:13][CH:12]=2)[N:9]=1. (2) The reactants are [N:1]1[C:10]2[C:5](=[CH:6][C:7]([C:11]#[N:12])=[CH:8][CH:9]=2)[CH:4]=[CH:3][CH:2]=1. The catalyst is N.CO.[Ni]. The product is [N:1]1[C:10]2[C:5](=[CH:6][C:7]([CH2:11][NH2:12])=[CH:8][CH:9]=2)[CH:4]=[CH:3][CH:2]=1. The yield is 0.820. (3) The reactants are [CH:1]1([NH:4][C:5](=[O:34])[C:6]2[CH:11]=[CH:10][C:9]([C:12]3[CH:13]=[N:14][N:15]4[C:20]([NH:21][CH2:22][CH:23]5[CH2:28][CH2:27][O:26][CH2:25][CH2:24]5)=[N:19][C:18](S(C)(=O)=O)=[N:17][C:16]=34)=[CH:8][C:7]=2[CH3:33])[CH2:3][CH2:2]1.[CH:35]1([NH2:40])[CH2:39][CH2:38][CH2:37][CH2:36]1. The catalyst is C1COCC1. The product is [CH:35]1([NH:40][C:18]2[N:19]=[C:20]([NH:21][CH2:22][CH:23]3[CH2:28][CH2:27][O:26][CH2:25][CH2:24]3)[N:15]3[N:14]=[CH:13][C:12]([C:9]4[CH:10]=[CH:11][C:6]([C:5]([NH:4][CH:1]5[CH2:3][CH2:2]5)=[O:34])=[C:7]([CH3:33])[CH:8]=4)=[C:16]3[N:17]=2)[CH2:39][CH2:38][CH2:37][CH2:36]1. The yield is 0.760. (4) The reactants are C(=O)([O-])[O-].[Cs+].[Cs+].[F:7][C:8]1[C:9](=[O:16])[NH:10][CH:11]=[C:12]([F:15])[C:13]=1[I:14].Br[CH2:18][CH2:19][C@@:20]([CH3:30])([S:26]([CH3:29])(=[O:28])=[O:27])[C:21]([O:23][CH2:24][CH3:25])=[O:22]. The catalyst is O1CCCC1.C(O)(C)(C)C. The product is [F:7][C:8]1[C:9](=[O:16])[N:10]([CH2:18][CH2:19][C@@:20]([CH3:30])([S:26]([CH3:29])(=[O:28])=[O:27])[C:21]([O:23][CH2:24][CH3:25])=[O:22])[CH:11]=[C:12]([F:15])[C:13]=1[I:14]. The yield is 0.320.